Dataset: Reaction yield outcomes from USPTO patents with 853,638 reactions. Task: Predict the reaction yield, written as a fraction of the theoretical maximum amount of product (1.0 means a 100% yield; for example, 0.34 means a 34% yield). The reactants are Br[C:2]1[N:3]=[C:4]([C:11]([C:13]2[C:18]([Cl:19])=[CH:17][CH:16]=[CH:15][C:14]=2[Cl:20])=[O:12])[N:5]2[CH:10]=[CH:9][CH:8]=[N:7][C:6]=12.[CH3:21][O:22][C:23]([C:25]1[CH:30]=[CH:29][C:28](B(O)O)=[CH:27][CH:26]=1)=[O:24].[O-]P([O-])([O-])=O.[K+].[K+].[K+]. The catalyst is CC#N.C1C=CC(P(C2C=CC=CC=2)[C-]2C=CC=C2)=CC=1.C1C=CC(P(C2C=CC=CC=2)[C-]2C=CC=C2)=CC=1.Cl[Pd]Cl.[Fe+2]. The product is [Cl:20][C:14]1[CH:15]=[CH:16][CH:17]=[C:18]([Cl:19])[C:13]=1[C:11]([C:4]1[N:5]2[CH:10]=[CH:9][CH:8]=[N:7][C:6]2=[C:2]([C:28]2[CH:29]=[CH:30][C:25]([C:23]([O:22][CH3:21])=[O:24])=[CH:26][CH:27]=2)[N:3]=1)=[O:12]. The yield is 0.680.